From a dataset of Buchwald-Hartwig C-N cross coupling reaction yields with 55,370 reactions. Predict the reaction yield, written as a fraction of the theoretical maximum amount of product (1.0 means a 100% yield; for example, 0.34 means a 34% yield). (1) The reactants are Brc1cccnc1.Cc1ccc(N)cc1.O=S(=O)(O[Pd]1c2ccccc2-c2ccccc2N~1)C(F)(F)F.CC(C)c1cc(C(C)C)c(-c2ccccc2P(C(C)(C)C)C(C)(C)C)c(C(C)C)c1.CCN=P(N=P(N(C)C)(N(C)C)N(C)C)(N(C)C)N(C)C.COC(=O)c1ccno1. No catalyst specified. The product is Cc1ccc(Nc2cccnc2)cc1. The yield is 0.148. (2) The reactants are Brc1cccnc1.Cc1ccc(N)cc1.O=S(=O)(O[Pd]1c2ccccc2-c2ccccc2N~1)C(F)(F)F.COc1ccc(OC)c(P(C(C)(C)C)C(C)(C)C)c1-c1c(C(C)C)cc(C(C)C)cc1C(C)C.CCN=P(N=P(N(C)C)(N(C)C)N(C)C)(N(C)C)N(C)C.Cc1cc(C)on1. No catalyst specified. The product is Cc1ccc(Nc2cccnc2)cc1. The yield is 0.485. (3) The reactants are Ic1ccccn1.Cc1ccc(N)cc1.O=S(=O)(O[Pd]1c2ccccc2-c2ccccc2N~1)C(F)(F)F.CC(C)c1cc(C(C)C)c(-c2ccccc2P(C2CCCCC2)C2CCCCC2)c(C(C)C)c1.CN(C)C(=NC(C)(C)C)N(C)C.c1ccc(-c2ccon2)cc1. No catalyst specified. The product is Cc1ccc(Nc2ccccn2)cc1. The yield is 0.576. (4) The reactants are CCc1ccc(I)cc1.Cc1ccc(N)cc1.O=S(=O)(O[Pd]1c2ccccc2-c2ccccc2N~1)C(F)(F)F.COc1ccc(OC)c(P(C(C)(C)C)C(C)(C)C)c1-c1c(C(C)C)cc(C(C)C)cc1C(C)C.CCN=P(N=P(N(C)C)(N(C)C)N(C)C)(N(C)C)N(C)C.Cc1cc(-c2ccccc2)on1. No catalyst specified. The product is CCc1ccc(Nc2ccc(C)cc2)cc1. The yield is 0.691. (5) The reactants are Clc1cccnc1.Cc1ccc(N)cc1.O=S(=O)(O[Pd]1c2ccccc2-c2ccccc2N~1)C(F)(F)F.CC(C)c1cc(C(C)C)c(-c2ccccc2P(C(C)(C)C)C(C)(C)C)c(C(C)C)c1.CN(C)C(=NC(C)(C)C)N(C)C.Cc1ccno1. No catalyst specified. The product is Cc1ccc(Nc2cccnc2)cc1. The yield is 0.121. (6) The reactants are FC(F)(F)c1ccc(I)cc1.Cc1ccc(N)cc1.O=S(=O)(O[Pd]1c2ccccc2-c2ccccc2N~1)C(F)(F)F.CC(C)c1cc(C(C)C)c(-c2ccccc2P(C2CCCCC2)C2CCCCC2)c(C(C)C)c1.CN(C)C(=NC(C)(C)C)N(C)C.c1ccc(CN(Cc2ccccc2)c2ccno2)cc1. No catalyst specified. The product is Cc1ccc(Nc2ccc(C(F)(F)F)cc2)cc1. The yield is 0.320. (7) The reactants are FC(F)(F)c1ccc(I)cc1.Cc1ccc(N)cc1.O=S(=O)(O[Pd]1c2ccccc2-c2ccccc2N~1)C(F)(F)F.CC(C)c1cc(C(C)C)c(-c2ccccc2P(C(C)(C)C)C(C)(C)C)c(C(C)C)c1.CN(C)C(=NC(C)(C)C)N(C)C.Cc1cc(C)on1. The yield is 0.374. The product is Cc1ccc(Nc2ccc(C(F)(F)F)cc2)cc1. No catalyst specified.